From a dataset of Peptide-MHC class I binding affinity with 185,985 pairs from IEDB/IMGT. Regression. Given a peptide amino acid sequence and an MHC pseudo amino acid sequence, predict their binding affinity value. This is MHC class I binding data. (1) The peptide sequence is EEKAFSPEV. The MHC is HLA-A23:01 with pseudo-sequence HLA-A23:01. The binding affinity (normalized) is 0.00991. (2) The peptide sequence is YLVAYQATL. The MHC is HLA-A02:02 with pseudo-sequence HLA-A02:02. The binding affinity (normalized) is 0.865. (3) The peptide sequence is KYYLAYTSY. The MHC is HLA-A68:02 with pseudo-sequence HLA-A68:02. The binding affinity (normalized) is 0.0847. (4) The peptide sequence is KFQKDPPF. The MHC is Mamu-B08 with pseudo-sequence Mamu-B08. The binding affinity (normalized) is 0. (5) The peptide sequence is GLKSKTHAVL. The binding affinity (normalized) is 0.127. The MHC is HLA-A02:01 with pseudo-sequence HLA-A02:01. (6) The peptide sequence is PVTPVIPRV. The MHC is HLA-A02:03 with pseudo-sequence HLA-A02:03. The binding affinity (normalized) is 0.0847. (7) The MHC is HLA-B27:05 with pseudo-sequence HLA-B27:05. The binding affinity (normalized) is 0. The peptide sequence is AVDLSHFLK. (8) The peptide sequence is IHAEFQASL. The MHC is HLA-A31:01 with pseudo-sequence HLA-A31:01. The binding affinity (normalized) is 0.0847. (9) The peptide sequence is IPSTVKTNLY. The MHC is HLA-B51:01 with pseudo-sequence HLA-B51:01. The binding affinity (normalized) is 0. (10) The MHC is HLA-A11:01 with pseudo-sequence HLA-A11:01. The binding affinity (normalized) is 0. The peptide sequence is EKSSKYYIK.